From a dataset of Catalyst prediction with 721,799 reactions and 888 catalyst types from USPTO. Predict which catalyst facilitates the given reaction. Reactant: [Br:1][C:2]1[C:6]([CH3:7])=[C:5]([NH2:8])[N:4]([C:9]2[CH:14]=[CH:13][CH:12]=[CH:11][CH:10]=2)[N:3]=1.[OH-].[Na+].Cl[C:18]([O:20][C:21]1[CH:26]=[CH:25][CH:24]=[CH:23][CH:22]=1)=[O:19]. Product: [Br:1][C:2]1[C:6]([CH3:7])=[C:5]([NH:8][C:18](=[O:19])[O:20][C:21]2[CH:26]=[CH:25][CH:24]=[CH:23][CH:22]=2)[N:4]([C:9]2[CH:10]=[CH:11][CH:12]=[CH:13][CH:14]=2)[N:3]=1. The catalyst class is: 25.